From a dataset of Full USPTO retrosynthesis dataset with 1.9M reactions from patents (1976-2016). Predict the reactants needed to synthesize the given product. (1) Given the product [Si:6]([O:42][CH2:41][CH2:40][NH:39][C:36]1[CH:35]=[CH:34][C:33]([CH2:32][N:26]2[C:25](=[O:43])[C:24]3[C:28](=[CH:29][CH:30]=[CH:31][C:23]=3[NH:22][C:20]([C:18]3[S:19][C:15]([Cl:14])=[CH:16][CH:17]=3)=[O:21])[CH2:27]2)=[CH:38][CH:37]=1)([C:9]([CH3:12])([CH3:11])[CH3:10])([CH3:8])[CH3:7], predict the reactants needed to synthesize it. The reactants are: N1C=CN=C1.[Si:6](Cl)([C:9]([CH3:12])([CH3:11])[CH3:10])([CH3:8])[CH3:7].[Cl:14][C:15]1[S:19][C:18]([C:20]([NH:22][C:23]2[CH:31]=[CH:30][CH:29]=[C:28]3[C:24]=2[C:25](=[O:43])[N:26]([CH2:32][C:33]2[CH:38]=[CH:37][C:36]([NH:39][CH2:40][CH2:41][OH:42])=[CH:35][CH:34]=2)[CH2:27]3)=[O:21])=[CH:17][CH:16]=1. (2) Given the product [NH:33]1[C:28]([C@@H:24]2[CH2:25][CH2:26][CH2:27][N:23]2[C:21]([C:20]2[CH:30]=[CH:31][CH:32]=[C:18]([CH2:17][O:16][C:13]3[CH:12]=[CH:11][C:10]([C:3]4[CH:4]=[C:5]([F:9])[C:6]([F:8])=[CH:7][C:2]=4[F:1])=[CH:15][CH:14]=3)[CH:19]=2)=[O:22])=[N:29][N:35]=[N:34]1, predict the reactants needed to synthesize it. The reactants are: [F:1][C:2]1[CH:7]=[C:6]([F:8])[C:5]([F:9])=[CH:4][C:3]=1[C:10]1[CH:15]=[CH:14][C:13]([O:16][CH2:17][C:18]2[CH:19]=[C:20]([CH:30]=[CH:31][CH:32]=2)[C:21]([N:23]2[CH2:27][CH2:26][CH2:25][C@H:24]2[C:28]#[N:29])=[O:22])=[CH:12][CH:11]=1.[N-:33]=[N+:34]=[N-:35].[Na+].Cl.C([NH+](CC)CC)C. (3) The reactants are: CC(C)([O-])C.[Na+].[Cl:7][C:8]1[CH:13]=[C:12]([S:14]([CH3:17])(=[O:16])=[O:15])[CH:11]=[CH:10][C:9]=1[NH:18][C:19]1[CH:24]=[C:23]([F:25])[CH:22]=[CH:21][C:20]=1[OH:26].Br[CH2:28][C:29]([O:31]CC)=[O:30].[OH-].[Na+].Cl. Given the product [Cl:7][C:8]1[CH:13]=[C:12]([S:14]([CH3:17])(=[O:16])=[O:15])[CH:11]=[CH:10][C:9]=1[NH:18][C:19]1[CH:24]=[C:23]([F:25])[CH:22]=[CH:21][C:20]=1[O:26][CH2:28][C:29]([OH:31])=[O:30], predict the reactants needed to synthesize it. (4) Given the product [CH3:7][C@@H:8]([N:15]1[CH2:21][CH:20]([OH:22])[C:17]2([CH2:18][CH2:19]2)[CH2:16]1)[C:9]1[CH:10]=[CH:11][CH:12]=[CH:13][CH:14]=1, predict the reactants needed to synthesize it. The reactants are: [H-].[H-].[H-].[H-].[Li+].[Al+3].[CH3:7][C@@H:8]([N:15]1[CH2:21][C:20](=[O:22])[C:17]2([CH2:19][CH2:18]2)[C:16]1=O)[C:9]1[CH:14]=[CH:13][CH:12]=[CH:11][CH:10]=1.C(OCC)(=O)C.O. (5) Given the product [Cl:1][C:2]1[CH:7]=[C:6]([Cl:8])[CH:5]=[CH:4][C:3]=1[C:9]1[N:10]=[C:11]([CH2:28][CH3:29])[C:12]([NH:17][CH:18]2[C:26]3[C:21](=[CH:22][CH:23]=[CH:24][CH:25]=3)[CH2:20][CH2:31][CH2:19]2)=[N:13][C:14]=1[CH2:15][CH3:16], predict the reactants needed to synthesize it. The reactants are: [Cl:1][C:2]1[CH:7]=[C:6]([Cl:8])[CH:5]=[CH:4][C:3]=1[C:9]1[N:10]=[C:11]([CH2:28][CH3:29])[C:12]([NH:17][C@@H:18]2[C:26]3[C:21](=[CH:22][CH:23]=[CH:24][CH:25]=3)[CH2:20][C@@H:19]2O)=[N:13][C:14]=1[CH2:15][CH3:16].Br[C:31]1N=C(CC)C(NC2C3C(=CC=CC=3)CCC2)=NC=1CC. (6) The reactants are: [Br:1][C:2]1[CH:3]=[N:4][C:5]2[N:6]([N:8]=[C:9]([C:11]([OH:13])=O)[CH:10]=2)[CH:7]=1.[CH3:14][CH:15]1[CH2:20][C:19]([C:21]2[CH:26]=[CH:25][N:24]=[CH:23][N:22]=2)=[CH:18][CH2:17][NH:16]1. Given the product [Br:1][C:2]1[CH:3]=[N:4][C:5]2[N:6]([N:8]=[C:9]([C:11]([N:16]3[CH2:17][CH:18]=[C:19]([C:21]4[CH:26]=[CH:25][N:24]=[CH:23][N:22]=4)[CH2:20][CH:15]3[CH3:14])=[O:13])[CH:10]=2)[CH:7]=1, predict the reactants needed to synthesize it. (7) Given the product [S:1]1[C:5]([CH:16]=[O:17])=[CH:4][C:3]2[CH:6]=[C:7]3[C:12](=[CH:13][C:2]1=2)[CH:11]=[CH:10][CH:9]=[CH:8]3, predict the reactants needed to synthesize it. The reactants are: [S:1]1[CH:5]=[CH:4][C:3]2[CH:6]=[C:7]3[C:12](=[CH:13][C:2]1=2)[CH:11]=[CH:10][CH:9]=[CH:8]3.C1C[O:17][CH2:16]C1.C([Li])CCC.CN(C)C=O.